This data is from Forward reaction prediction with 1.9M reactions from USPTO patents (1976-2016). The task is: Predict the product of the given reaction. (1) Given the reactants [CH2:1]([NH2:5])[CH:2]([CH3:4])[CH3:3].[CH2:6]=[C:7]1[O:11][C:9](=[O:10])[CH2:8]1, predict the reaction product. The product is: [CH3:3][CH:2]([CH3:4])[CH2:1][NH:5][C:9](=[O:10])[CH2:8][C:7](=[O:11])[CH3:6]. (2) Given the reactants [Cl:1][C:2]1[CH:3]=[C:4]2[C:9](=[CH:10][C:11]=1[O:12][C:13](=[O:15])[CH3:14])[O:8][CH:7]=[C:6]([C:16]1[CH:21]=[CH:20][C:19]([O:22][C:23](=[O:25])[CH3:24])=[CH:18][CH:17]=1)[C:5]2=[O:26], predict the reaction product. The product is: [Cl:1][C:2]1[CH:3]=[C:4]2[C:9](=[CH:10][C:11]=1[O:12][C:13](=[O:15])[CH3:14])[O:8][CH2:7][CH:6]([C:16]1[CH:21]=[CH:20][C:19]([O:22][C:23](=[O:25])[CH3:24])=[CH:18][CH:17]=1)[C:5]2=[O:26].